From a dataset of Reaction yield outcomes from USPTO patents with 853,638 reactions. Predict the reaction yield, written as a fraction of the theoretical maximum amount of product (1.0 means a 100% yield; for example, 0.34 means a 34% yield). (1) The yield is 0.0920. No catalyst specified. The product is [OH:1][C@H:2]1[CH2:3][CH2:4][C@H:5]([NH:8][C:9]2[N:14]=[C:13]([NH:15][C:16]3[S:17][C:18]4[CH:24]=[C:23]([C:25]([OH:27])=[O:26])[CH:22]=[CH:21][C:19]=4[N:20]=3)[CH:12]=[C:11]([CH2:30][C:31]3[CH:32]=[CH:33][CH:34]=[CH:35][CH:36]=3)[N:10]=2)[CH2:6][CH2:7]1. The reactants are [OH:1][C@H:2]1[CH2:7][CH2:6][C@H:5]([NH:8][C:9]2[N:14]=[C:13]([NH:15][C:16]3[S:17][C:18]4[CH:24]=[C:23]([C:25]([O:27]CC)=[O:26])[CH:22]=[CH:21][C:19]=4[N:20]=3)[CH:12]=[C:11]([CH2:30][C:31]3[CH:36]=[CH:35][CH:34]=[CH:33][CH:32]=3)[N:10]=2)[CH2:4][CH2:3]1.N. (2) The catalyst is C(OCC)C.C1COCC1.O. The yield is 0.950. The product is [Br:11][C:12]1[CH:17]=[CH:16][C:15]([F:18])=[CH:14][C:13]=1[CH2:19][CH2:20][NH:22][CH3:23]. The reactants are [H-].[Al+3].[Li+].[H-].[H-].[H-].[Cl-].[Al+3].[Cl-].[Cl-].[Br:11][C:12]1[CH:17]=[CH:16][C:15]([F:18])=[CH:14][C:13]=1[CH2:19][C:20]([NH:22][CH3:23])=O.[OH-].[Na+]. (3) The reactants are C(OC([N:8]([CH2:28][C:29]1[S:33][C:32]([C:34]([O:36][CH2:37]C)=[O:35])=[N:31][N:30]=1)[C:9]1[CH:14]=[C:13]([O:15][CH2:16][C@H:17]2[CH2:19][C@@H:18]2[C:20]2[CH:25]=[CH:24][C:23]([CH3:26])=[CH:22][N:21]=2)[N:12]=[C:11]([CH3:27])[N:10]=1)=O)(C)(C)C. The catalyst is C(O)(C(F)(F)F)=O. The product is [CH3:27][C:11]1[N:10]=[C:9]([NH:8][CH2:28][C:29]2[S:33][C:32]([C:34]([O:36][CH3:37])=[O:35])=[N:31][N:30]=2)[CH:14]=[C:13]([O:15][CH2:16][C@H:17]2[CH2:19][C@@H:18]2[C:20]2[CH:25]=[CH:24][C:23]([CH3:26])=[CH:22][N:21]=2)[N:12]=1. The yield is 0.214. (4) The reactants are [C:1]([OH:10])(=[O:9])[C:2]1[C:3](=[CH:5][CH:6]=[CH:7][CH:8]=1)[NH2:4].CC1(C)[O:17][C:16](=O)[CH:15]([CH3:19])[C:14](=[O:20])[O:13]1. The catalyst is C1(C)C=CC=CC=1. The product is [C:14]([CH:15]([CH3:19])[C:16]([NH:4][C:3]1[CH:5]=[CH:6][CH:7]=[CH:8][C:2]=1[C:1]([OH:10])=[O:9])=[O:17])([OH:20])=[O:13]. The yield is 0.850. (5) The reactants are [CH2:1]([O:3][C:4](=[O:32])[CH:5]([N:18]=C(C1C=CC=CC=1)C1C=CC=CC=1)[C:6]1[CH:11]=[C:10]([CH3:12])[N:9]=[C:8]([N:13]2[CH:17]=[CH:16][N:15]=[CH:14]2)[N:7]=1)[CH3:2].C([O-])([O-])=O.[K+].[K+]. The catalyst is C1COCC1.O.Cl. The product is [CH2:1]([O:3][C:4](=[O:32])[CH:5]([NH2:18])[C:6]1[CH:11]=[C:10]([CH3:12])[N:9]=[C:8]([N:13]2[CH:17]=[CH:16][N:15]=[CH:14]2)[N:7]=1)[CH3:2]. The yield is 0.700.